This data is from Acute oral toxicity (LD50) regression data from Zhu et al.. The task is: Regression/Classification. Given a drug SMILES string, predict its toxicity properties. Task type varies by dataset: regression for continuous values (e.g., LD50, hERG inhibition percentage) or binary classification for toxic/non-toxic outcomes (e.g., AMES mutagenicity, cardiotoxicity, hepatotoxicity). Dataset: ld50_zhu. (1) The compound is FC(F)(F)c1cccc(N=Cc2cccnc2)c1. The rat oral LD50 is 2.50, given as -log10 of the dose in mol/kg body weight (higher means more acutely toxic). (2) The molecule is CCNc1nc(Cl)nc(NC(C)(C)C#N)n1. The rat oral LD50 is 3.21, given as -log10 of the dose in mol/kg body weight (higher means more acutely toxic). (3) The compound is C=C(C)C1CCC(C)CC1O. The rat oral LD50 is 2.22, given as -log10 of the dose in mol/kg body weight (higher means more acutely toxic). (4) The drug is OC1OCC2C1C1(Cl)C(Cl)=C(Cl)C2(Cl)C1(Cl)Cl. The rat oral LD50 is 2.31, given as -log10 of the dose in mol/kg body weight (higher means more acutely toxic). (5) The compound is Cc1ccc(C(=O)c2ccccc2)c(C(=O)O)c1. The rat oral LD50 is 1.63, given as -log10 of the dose in mol/kg body weight (higher means more acutely toxic). (6) The compound is CCCCC(CC)COC(=O)c1ccccc1C(=O)OCc1ccccc1. The rat oral LD50 is 0.788, given as -log10 of the dose in mol/kg body weight (higher means more acutely toxic). (7) The drug is CC(NNC(=O)c1ccccc1)c1ccccc1. The rat oral LD50 is 2.55, given as -log10 of the dose in mol/kg body weight (higher means more acutely toxic).